This data is from Catalyst prediction with 721,799 reactions and 888 catalyst types from USPTO. The task is: Predict which catalyst facilitates the given reaction. (1) Reactant: [CH3:1][C:2]1[O:6][C:5]([CH:7]([NH2:13])[C:8]2([CH3:12])[CH2:11][O:10][CH2:9]2)=[CH:4][CH:3]=1.[OH:14][C:15]1[C:20]([C:21]([N:23]2[CH2:28][CH2:27][O:26][CH2:25][CH2:24]2)=[O:22])=[CH:19][CH:18]=[CH:17][C:16]=1[NH:29][C:30]1[C:31](=O)[C:32](=[O:36])[C:33]=1[O:34]C. Product: [OH:14][C:15]1[C:20]([C:21]([N:23]2[CH2:28][CH2:27][O:26][CH2:25][CH2:24]2)=[O:22])=[CH:19][CH:18]=[CH:17][C:16]=1[NH:29][C:30]1[C:33](=[O:34])[C:32](=[O:36])[C:31]=1[NH:13][CH:7]([C:5]1[O:6][C:2]([CH3:1])=[CH:3][CH:4]=1)[C:8]1([CH3:12])[CH2:9][O:10][CH2:11]1. The catalyst class is: 5. (2) Reactant: Br[C:2]1[CH:19]=[CH:18][CH:17]=[CH:16][C:3]=1[N:4]([C:9]([O:11][C:12]([CH3:15])([CH3:14])[CH3:13])=[O:10])[CH2:5][CH:6]=[CH:7][Cl:8].CC(N=NC(C#N)(C)C)(C#N)C.N#N.CCCC[SnH](CCCC)CCCC. Product: [C:12]([O:11][C:9]([N:4]1[C:3]2[C:16](=[CH:17][CH:18]=[CH:19][CH:2]=2)[CH:6]([CH2:7][Cl:8])[CH2:5]1)=[O:10])([CH3:15])([CH3:14])[CH3:13]. The catalyst class is: 11. (3) Reactant: [Cl:1][C:2]1[N:6]([C:7]2[N:11]([CH3:12])[N:10]=[CH:9][C:8]=2[Cl:13])[CH:5]=[C:4]([C:14]([NH:16][C@@H:17]([CH2:30][C:31]2[CH:36]=[CH:35][CH:34]=[C:33]([F:37])[CH:32]=2)[CH2:18][N:19]2C(=O)C3C(=CC=CC=3)C2=O)=[O:15])[CH:3]=1.NN. Product: [NH2:19][CH2:18][C@@H:17]([NH:16][C:14]([C:4]1[CH:3]=[C:2]([Cl:1])[N:6]([C:7]2[N:11]([CH3:12])[N:10]=[CH:9][C:8]=2[Cl:13])[CH:5]=1)=[O:15])[CH2:30][C:31]1[CH:36]=[CH:35][CH:34]=[C:33]([F:37])[CH:32]=1. The catalyst class is: 83. (4) Reactant: [F:1][C:2]1[CH:7]=[CH:6][C:5]([S:8]([N:11]2[C:20]3[C:15](=[CH:16][C:17]([C:21]([OH:30])([C:26]([F:29])([F:28])[F:27])[C:22]([F:25])([F:24])[F:23])=[CH:18][CH:19]=3)[CH2:14][CH2:13][C@@H:12]2[CH2:31][C:32]([O:34]CC2C=CC=CC=2)=[O:33])(=[O:10])=[O:9])=[CH:4][CH:3]=1. Product: [F:1][C:2]1[CH:7]=[CH:6][C:5]([S:8]([N:11]2[C:20]3[C:15](=[CH:16][C:17]([C:21]([OH:30])([C:22]([F:24])([F:23])[F:25])[C:26]([F:28])([F:27])[F:29])=[CH:18][CH:19]=3)[CH2:14][CH2:13][C@@H:12]2[CH2:31][C:32]([OH:34])=[O:33])(=[O:9])=[O:10])=[CH:4][CH:3]=1. The catalyst class is: 43. (5) Reactant: [CH:1]1([C:7]2[N:12]3[N:13]=[CH:14][C:15]([C:16]#[N:17])=[C:11]3[N:10]=[CH:9][C:8]=2[C:18]2[CH:23]=[CH:22][C:21](I)=[CH:20][CH:19]=2)[CH2:6][CH2:5][CH2:4][CH2:3][CH2:2]1.[CH3:25][S:26]([C:29]1[CH:34]=[CH:33][C:32](B(O)O)=[CH:31][CH:30]=1)(=[O:28])=[O:27].P([O-])([O-])([O-])=O.[K+].[K+].[K+].O1CCOCC1. Product: [CH:1]1([C:7]2[N:12]3[N:13]=[CH:14][C:15]([C:16]#[N:17])=[C:11]3[N:10]=[CH:9][C:8]=2[C:18]2[CH:23]=[CH:22][C:21]([C:32]3[CH:33]=[CH:34][C:29]([S:26]([CH3:25])(=[O:28])=[O:27])=[CH:30][CH:31]=3)=[CH:20][CH:19]=2)[CH2:6][CH2:5][CH2:4][CH2:3][CH2:2]1. The catalyst class is: 153. (6) Reactant: [OH-].[Na+].[Cl:3][C:4]1[CH:25]=[C:24]([Cl:26])[CH:23]=[CH:22][C:5]=1[CH2:6][N:7]1[C:11]2[CH:12]=[C:13]([C:16]([O:18]CC)=[O:17])[CH:14]=[CH:15][C:10]=2[N:9]=[C:8]1[CH3:21].Cl. Product: [C:16]([C:13]1[CH:14]=[CH:15][C:10]2[N:9]=[C:8]([CH3:21])[N:7]([CH2:6][C:5]3[CH:22]=[CH:23][C:24]([Cl:26])=[CH:25][C:4]=3[Cl:3])[C:11]=2[CH:12]=1)([OH:18])=[O:17]. The catalyst class is: 8. (7) Reactant: [Cl:1][C:2]1[CH:3]=[C:4](/[C:12](=[N:16]\[O:17][CH:18]2[CH2:22][CH2:21][CH2:20][CH2:19]2)/[C:13]([OH:15])=O)[CH:5]=[CH:6][C:7]=1[S:8]([CH3:11])(=[O:10])=[O:9].[NH2:23][C:24]1[S:25][C:26]2[CH:32]=[CH:31][CH:30]=[CH:29][C:27]=2[N:28]=1.C(N(CC)C(C)C)(C)C. Product: [S:25]1[C:26]2[CH:32]=[CH:31][CH:30]=[CH:29][C:27]=2[N:28]=[C:24]1[NH:23][C:13](=[O:15])/[C:12](/[C:4]1[CH:5]=[CH:6][C:7]([S:8]([CH3:11])(=[O:9])=[O:10])=[C:2]([Cl:1])[CH:3]=1)=[N:16]/[O:17][CH:18]1[CH2:22][CH2:21][CH2:20][CH2:19]1. The catalyst class is: 10.